Task: Predict the reactants needed to synthesize the given product.. Dataset: Full USPTO retrosynthesis dataset with 1.9M reactions from patents (1976-2016) (1) Given the product [Br:27][C:25]1[S:26][C:21]2[CH:20]=[C:19]([C:17]([OH:16])=[O:18])[N:23]([C:37]3[CH:38]=[CH:39][C:34]([O:33][CH:28]4[CH2:32][CH2:31][CH2:30][CH2:29]4)=[CH:35][CH:36]=3)[C:22]=2[CH:24]=1, predict the reactants needed to synthesize it. The reactants are: CCN(CC)CC.N1C=CC=CC=1.C([O:16][C:17]([C:19]1[NH:23][C:22]2[CH:24]=[C:25]([Br:27])[S:26][C:21]=2[CH:20]=1)=[O:18])C.[CH:28]1([O:33][C:34]2[CH:39]=[CH:38][C:37](B(O)O)=[CH:36][CH:35]=2)[CH2:32][CH2:31][CH2:30][CH2:29]1. (2) The reactants are: [C:1]12([C:11]3[CH:12]=[C:13]([C:18]4[CH:23]=[CH:22][C:21](Br)=[CH:20][CH:19]=4)[CH:14]=[CH:15][C:16]=3[OH:17])[CH2:10][CH:5]3[CH2:6][CH:7]([CH2:9][CH:3]([CH2:4]3)[CH2:2]1)[CH2:8]2.[C:25]([O:29][C:30]([CH3:33])([CH3:32])[CH3:31])(=[O:28])[CH:26]=[CH2:27].CCN(CC)CC.CN1C(=O)CCC1. Given the product [C:30]([O:29][C:25](=[O:28])/[CH:26]=[CH:27]/[C:21]1[CH:20]=[CH:19][C:18]([C:13]2[CH:14]=[CH:15][C:16]([OH:17])=[C:11]([C:1]34[CH2:2][CH:3]5[CH2:9][CH:7]([CH2:6][CH:5]([CH2:4]5)[CH2:10]3)[CH2:8]4)[CH:12]=2)=[CH:23][CH:22]=1)([CH3:33])([CH3:32])[CH3:31], predict the reactants needed to synthesize it.